Task: Predict the product of the given reaction.. Dataset: Forward reaction prediction with 1.9M reactions from USPTO patents (1976-2016) (1) Given the reactants [CH:1]1([C:4]2[C:5]([CH2:14][O:15][C:16]3[CH:21]=[C:20]([Cl:22])[CH:19]=[C:18]([Cl:23])[CH:17]=3)=[CH:6][C:7]([F:13])=[C:8]([CH:12]=2)[C:9](O)=[O:10])[CH2:3][CH2:2]1.Cl.C(N=C=NCCCN(C)C)C.[N:36]1([S:40]([NH2:43])(=[O:42])=[O:41])[CH2:39][CH2:38][CH2:37]1, predict the reaction product. The product is: [N:36]1([S:40]([NH:43][C:9](=[O:10])[C:8]2[CH:12]=[C:4]([CH:1]3[CH2:3][CH2:2]3)[C:5]([CH2:14][O:15][C:16]3[CH:21]=[C:20]([Cl:22])[CH:19]=[C:18]([Cl:23])[CH:17]=3)=[CH:6][C:7]=2[F:13])(=[O:42])=[O:41])[CH2:39][CH2:38][CH2:37]1. (2) Given the reactants [S:1](=[N:4][C:5]([NH2:7])=[O:6])(=[O:3])=[O:2].C(OC(=O)[N:14]([C:16]1[CH:17]=[C:18]2[C:23](=[CH:24][C:25]=1[F:26])[C:22](=[O:27])[N:21]([C:28]1[CH:33]=[CH:32][C:31](N)=[CH:30][CH:29]=1)[CH:20]=[CH:19]2)C)(C)(C)C.[Cl:36][C:37]1[CH:41]=[CH:40][S:39][C:38]=1S(N)(=O)=O, predict the reaction product. The product is: [NH2:14][C:16]1[CH:17]=[C:18]2[C:23](=[CH:24][C:25]=1[F:26])[C:22](=[O:27])[N:21]([C:28]1[CH:29]=[CH:30][C:31]([NH:7][C:5]([NH:4][S:1]([C:38]3[S:39][CH:40]=[CH:41][C:37]=3[Cl:36])(=[O:3])=[O:2])=[O:6])=[CH:32][CH:33]=1)[CH:20]=[CH:19]2. (3) Given the reactants C1(C)C=CC(S(O[CH2:11][CH:12]=[CH:13][C:14]([F:17])([F:16])[F:15])(=O)=O)=CC=1.[F:19][C:20]([F:32])([F:31])[CH2:21][CH2:22][S:23]([CH2:26][C:27]([O:29][CH3:30])=[O:28])(=[O:25])=[O:24].C(=O)([O-])[O-].[K+].[K+].Cl, predict the reaction product. The product is: [F:15][C:14]([F:17])([F:16])[CH:13]=[CH:12][CH2:11][CH:26]([S:23]([CH2:22][CH2:21][C:20]([F:19])([F:31])[F:32])(=[O:24])=[O:25])[C:27]([O:29][CH3:30])=[O:28]. (4) Given the reactants CON(C)[C:4]([CH:6]1[CH2:11][CH2:10][CH:9]([C:12]([F:15])([F:14])[F:13])[O:8][CH2:7]1)=[O:5].[H-].[H-].[H-].[H-].[Li+].[Al+3], predict the reaction product. The product is: [F:14][C:12]([F:13])([F:15])[CH:9]1[O:8][CH2:7][CH:6]([CH:4]=[O:5])[CH2:11][CH2:10]1. (5) Given the reactants [C:1]([O:5][C:6](=[O:10])[CH2:7][CH2:8][NH2:9])([CH3:4])([CH3:3])[CH3:2].C(N(C(C)C)CC)(C)C.[Cl:20][C:21]1[S:25][C:24]([S:26](Cl)(=[O:28])=[O:27])=[CH:23][CH:22]=1, predict the reaction product. The product is: [C:1]([O:5][C:6](=[O:10])[CH2:7][CH2:8][NH:9][S:26]([C:24]1[S:25][C:21]([Cl:20])=[CH:22][CH:23]=1)(=[O:28])=[O:27])([CH3:4])([CH3:3])[CH3:2]. (6) The product is: [NH2:1][C:4]1[N:11]=[CH:10][CH:9]=[C:8]([NH:12][C@H:13]([CH2:15][CH2:16][C:17]2[CH:18]=[CH:19][CH:20]=[CH:21][CH:22]=2)[CH3:14])[C:5]=1[C:6]#[N:7]. Given the reactants [N:1]([C:4]1[N:11]=[CH:10][CH:9]=[C:8]([NH:12][C@H:13]([CH2:15][CH2:16][C:17]2[CH:22]=[CH:21][CH:20]=[CH:19][CH:18]=2)[CH3:14])[C:5]=1[C:6]#[N:7])=[N+]=[N-].O, predict the reaction product. (7) Given the reactants C(OC([NH:8][C:9]1[S:18][C:12]2=[N:13][C:14]([CH3:17])=[CH:15][CH:16]=[C:11]2[C:10]=1[C:19]([OH:21])=[O:20])=O)(C)(C)C.[F:22][C:23]([F:28])([F:27])[C:24]([OH:26])=[O:25], predict the reaction product. The product is: [F:22][C:23]([F:28])([F:27])[C:24]([OH:26])=[O:25].[NH2:8][C:9]1[S:18][C:12]2=[N:13][C:14]([CH3:17])=[CH:15][CH:16]=[C:11]2[C:10]=1[C:19]([OH:21])=[O:20]. (8) Given the reactants FC(F)(F)C(O)=O.[CH2:8]([O:10][C:11]([C:13]1[CH2:30][N:17]2[CH2:18][CH2:19][C:20]3[C:25]([CH:16]2[CH2:15][C:14]=1[NH2:31])=[CH:24][C:23]([O:26][CH3:27])=[C:22]([O:28][CH3:29])[CH:21]=3)=[O:12])[CH3:9].[BH4-].[Na+].[CH:34](=O)[C:35]1[CH:40]=[CH:39][CH:38]=[CH:37][CH:36]=1.C([BH3-])#N.[Na+], predict the reaction product. The product is: [CH2:8]([O:10][C:11]([CH:13]1[CH2:30][N:17]2[CH2:18][CH2:19][C:20]3[C:25]([CH:16]2[CH2:15][CH:14]1[NH:31][CH2:34][C:35]1[CH:40]=[CH:39][CH:38]=[CH:37][CH:36]=1)=[CH:24][C:23]([O:26][CH3:27])=[C:22]([O:28][CH3:29])[CH:21]=3)=[O:12])[CH3:9].